This data is from Forward reaction prediction with 1.9M reactions from USPTO patents (1976-2016). The task is: Predict the product of the given reaction. Given the reactants [Cl:1][C:2]1[CH:7]=[C:6]([CH2:8][N:9]2[C:14]([O:15][C:16]3[CH:17]=[C:18]([CH:21]=[C:22]([CH3:24])[CH:23]=3)[CH:19]=O)=[C:13]([CH:25]([CH3:27])[CH3:26])[C:12](=[O:28])[NH:11][C:10]2=[O:29])[CH:5]=[C:4]([NH:30][CH2:31][C:32]2[CH:37]=[CH:36][C:35]([O:38][CH3:39])=[CH:34][CH:33]=2)[N:3]=1.[C:40]([CH2:42]P(=O)(OCC)OCC)#[N:41].CC(C)([O-])C.[K+], predict the reaction product. The product is: [Cl:1][C:2]1[CH:7]=[C:6]([CH2:8][N:9]2[C:14]([O:15][C:16]3[CH:17]=[C:18]([CH:19]=[CH:42][C:40]#[N:41])[CH:21]=[C:22]([CH3:24])[CH:23]=3)=[C:13]([CH:25]([CH3:27])[CH3:26])[C:12](=[O:28])[NH:11][C:10]2=[O:29])[CH:5]=[C:4]([NH:30][CH2:31][C:32]2[CH:33]=[CH:34][C:35]([O:38][CH3:39])=[CH:36][CH:37]=2)[N:3]=1.